This data is from Cav3 T-type calcium channel HTS with 100,875 compounds. The task is: Binary Classification. Given a drug SMILES string, predict its activity (active/inactive) in a high-throughput screening assay against a specified biological target. (1) The molecule is Clc1c(Oc2c(Cl)cc(Cl)cc2)ccc(NC(=S)NC(OC)=O)c1. The result is 0 (inactive). (2) The result is 0 (inactive). The molecule is O(c1c(C(CCN2CCCCC2)c2cc3OCOc3cc2)c(O)cc(OC)c1)C. (3) The compound is S(=O)(=O)(N1CCC(CC1)C(=O)N1CC(CCC1)C)c1c2ncccc2ccc1. The result is 0 (inactive). (4) The molecule is S(=O)(=O)(NCC(=O)N(C1CCCC1)CC(=O)NCc1occc1)c1ccccc1. The result is 0 (inactive). (5) The compound is Clc1ccc(OCC(=O)N2CCN(CC2)c2ncccn2)cc1. The result is 0 (inactive).